This data is from NCI-60 drug combinations with 297,098 pairs across 59 cell lines. The task is: Regression. Given two drug SMILES strings and cell line genomic features, predict the synergy score measuring deviation from expected non-interaction effect. (1) Cell line: SF-539. Drug 1: C1=CC=C(C(=C1)C(C2=CC=C(C=C2)Cl)C(Cl)Cl)Cl. Drug 2: COC1=NC(=NC2=C1N=CN2C3C(C(C(O3)CO)O)O)N. Synergy scores: CSS=-4.36, Synergy_ZIP=3.87, Synergy_Bliss=4.25, Synergy_Loewe=2.16, Synergy_HSA=-0.449. (2) Drug 1: CC(CN1CC(=O)NC(=O)C1)N2CC(=O)NC(=O)C2. Drug 2: CC1=C2C(C(=O)C3(C(CC4C(C3C(C(C2(C)C)(CC1OC(=O)C(C(C5=CC=CC=C5)NC(=O)C6=CC=CC=C6)O)O)OC(=O)C7=CC=CC=C7)(CO4)OC(=O)C)O)C)OC(=O)C. Cell line: MCF7. Synergy scores: CSS=29.4, Synergy_ZIP=-6.20, Synergy_Bliss=-4.70, Synergy_Loewe=-9.80, Synergy_HSA=0.326.